From a dataset of M1 muscarinic receptor antagonist screen with 61,756 compounds. Binary Classification. Given a drug SMILES string, predict its activity (active/inactive) in a high-throughput screening assay against a specified biological target. (1) The drug is Clc1c(Cn2c(nc3n(c(=O)n(c(=O)c23)C)C)CN2CCN(CC2)CCO)cccc1. The result is 0 (inactive). (2) The drug is S1(=O)(=O)CC(N(C)C(=O)c2ccccc2)(CC1)C. The result is 0 (inactive). (3) The result is 0 (inactive). The molecule is Clc1cc2c3c([nH]c2cc1)C(NC(=O)N)CCC3. (4) The drug is o1nc(cc1C1CC1)C(=O)NCc1ccc(OC)cc1. The result is 0 (inactive).